This data is from Catalyst prediction with 721,799 reactions and 888 catalyst types from USPTO. The task is: Predict which catalyst facilitates the given reaction. (1) Reactant: [BH4-].[Na+].[CH2:3]([N:10]1[C:22]2[C:21]3[CH:20]=[C:19]([O:23][CH3:24])[C:18]([C:25]4[C:26]([CH3:31])=[N:27][O:28][C:29]=4[CH3:30])=[CH:17][C:16]=3[N:15]=[C:14]([CH:32]=[O:33])[C:13]=2[O:12][C:11]1=[O:34])[C:4]1[CH:9]=[CH:8][CH:7]=[CH:6][CH:5]=1. Product: [CH2:3]([N:10]1[C:22]2[C:21]3[CH:20]=[C:19]([O:23][CH3:24])[C:18]([C:25]4[C:26]([CH3:31])=[N:27][O:28][C:29]=4[CH3:30])=[CH:17][C:16]=3[N:15]=[C:14]([CH2:32][OH:33])[C:13]=2[O:12][C:11]1=[O:34])[C:4]1[CH:9]=[CH:8][CH:7]=[CH:6][CH:5]=1. The catalyst class is: 5. (2) Reactant: C([O:3][C:4]([C:6]1[N:7]([CH2:34][C:35]2[CH:40]=[CH:39][CH:38]=[C:37]([O:41][C:42]([F:45])([F:44])[F:43])[CH:36]=2)[C:8]2[C:13]([C:14]=1[C:15]1[CH:20]=[CH:19][CH:18]=[CH:17][CH:16]=1)=[CH:12][CH:11]=[C:10]([C:21]1[CH:26]=[CH:25][CH:24]=[C:23]([NH:27][C:28](=[O:33])[C:29]([CH3:32])([CH3:31])[CH3:30])[CH:22]=1)[CH:9]=2)=[O:5])C.[OH-].[K+]. Product: [CH3:30][C:29]([CH3:32])([CH3:31])[C:28]([NH:27][C:23]1[CH:22]=[C:21]([C:10]2[CH:9]=[C:8]3[C:13]([C:14]([C:15]4[CH:20]=[CH:19][CH:18]=[CH:17][CH:16]=4)=[C:6]([C:4]([OH:5])=[O:3])[N:7]3[CH2:34][C:35]3[CH:40]=[CH:39][CH:38]=[C:37]([O:41][C:42]([F:45])([F:43])[F:44])[CH:36]=3)=[CH:12][CH:11]=2)[CH:26]=[CH:25][CH:24]=1)=[O:33]. The catalyst class is: 12. (3) Reactant: [NH2:1][C:2]1[C:3]([O:9][CH2:10][C:11]([N:13]2[CH2:18][C@H:17]([CH3:19])[N:16]([CH2:20][C:21]3[CH:26]=[CH:25][C:24]([F:27])=[CH:23][CH:22]=3)[CH2:15][C@H:14]2[CH3:28])=[O:12])=[N:4][CH:5]=[C:6]([Cl:8])[CH:7]=1.[C:29]([O:33][CH2:34][CH3:35])(=[O:32])[CH:30]=O.C(O)(=O)C.C(O[BH-](OC(=O)C)OC(=O)C)(=O)C.[Na+].C([BH3-])#N.[Na+]. Product: [CH2:34]([O:33][C:29](=[O:32])[CH2:30][NH:1][C:2]1[C:3]([O:9][CH2:10][C:11]([N:13]2[CH2:18][C@H:17]([CH3:19])[N:16]([CH2:20][C:21]3[CH:22]=[CH:23][C:24]([F:27])=[CH:25][CH:26]=3)[CH2:15][C@H:14]2[CH3:28])=[O:12])=[N:4][CH:5]=[C:6]([Cl:8])[CH:7]=1)[CH3:35]. The catalyst class is: 325.